This data is from NCI-60 drug combinations with 297,098 pairs across 59 cell lines. The task is: Regression. Given two drug SMILES strings and cell line genomic features, predict the synergy score measuring deviation from expected non-interaction effect. Drug 1: CNC(=O)C1=CC=CC=C1SC2=CC3=C(C=C2)C(=NN3)C=CC4=CC=CC=N4. Drug 2: C1=NC2=C(N1)C(=S)N=CN2. Cell line: CAKI-1. Synergy scores: CSS=-0.145, Synergy_ZIP=-13.5, Synergy_Bliss=-27.0, Synergy_Loewe=-33.0, Synergy_HSA=-26.6.